This data is from Catalyst prediction with 721,799 reactions and 888 catalyst types from USPTO. The task is: Predict which catalyst facilitates the given reaction. Reactant: [N+:1]([C:4]1[CH:9]=[CH:8][N+:7]([O-])=[CH:6][C:5]=1[O:11][C:12]1[CH:17]=[CH:16][CH:15]=[C:14]([Cl:18])[CH:13]=1)([O-])=O.O.[OH-].[Na+]. Product: [NH2:1][C:4]1[CH:9]=[CH:8][N:7]=[CH:6][C:5]=1[O:11][C:12]1[CH:17]=[CH:16][CH:15]=[C:14]([Cl:18])[CH:13]=1. The catalyst class is: 180.